Task: Regression. Given two drug SMILES strings and cell line genomic features, predict the synergy score measuring deviation from expected non-interaction effect.. Dataset: NCI-60 drug combinations with 297,098 pairs across 59 cell lines Drug 1: C1CC(=O)NC(=O)C1N2CC3=C(C2=O)C=CC=C3N. Drug 2: C1=NNC2=C1C(=O)NC=N2. Cell line: HOP-92. Synergy scores: CSS=6.13, Synergy_ZIP=-2.58, Synergy_Bliss=-3.20, Synergy_Loewe=-1.54, Synergy_HSA=-1.41.